This data is from TCR-epitope binding with 47,182 pairs between 192 epitopes and 23,139 TCRs. The task is: Binary Classification. Given a T-cell receptor sequence (or CDR3 region) and an epitope sequence, predict whether binding occurs between them. The epitope is TEILPVSMTK. The TCR CDR3 sequence is CASSSRQGAGTEAFF. Result: 0 (the TCR does not bind to the epitope).